From a dataset of Forward reaction prediction with 1.9M reactions from USPTO patents (1976-2016). Predict the product of the given reaction. Given the reactants [F:1][C:2]1[CH:7]=[CH:6][C:5]([SH:8])=[CH:4][CH:3]=1.[OH-].[Na+].[C:11]([C:13]1[CH:18]=[CH:17][C:16]([NH:19][C:20]([C:22]2([CH3:25])[CH2:24][O:23]2)=[O:21])=[CH:15][C:14]=1[C:26]([F:29])([F:28])[F:27])#[N:12].Cl, predict the reaction product. The product is: [C:11]([C:13]1[CH:18]=[CH:17][C:16]([NH:19][C:20](=[O:21])[C:22]([OH:23])([CH3:25])[CH2:24][S:8][C:5]2[CH:6]=[CH:7][C:2]([F:1])=[CH:3][CH:4]=2)=[CH:15][C:14]=1[C:26]([F:27])([F:29])[F:28])#[N:12].